Predict which catalyst facilitates the given reaction. From a dataset of Catalyst prediction with 721,799 reactions and 888 catalyst types from USPTO. Reactant: [CH3:1][C:2]1[CH:7]=[CH:6][N:5]=[CH:4][C:3]=1[C:8]1[S:9][CH:10]=[C:11]([C:13]([OH:15])=[O:14])[N:12]=1.[F:16][C:17]1[C:22](O)=[C:21]([F:24])[C:20]([F:25])=[C:19]([F:26])[C:18]=1[F:27].CCN=C=NCCCN(C)C.C(N(CC)CC)C. The catalyst class is: 46. Product: [CH3:1][C:2]1[CH:7]=[CH:6][N:5]=[CH:4][C:3]=1[C:8]1[S:9][CH:10]=[C:11]([C:13]([O:15][C:22]2[C:21]([F:24])=[C:20]([F:25])[C:19]([F:26])=[C:18]([F:27])[C:17]=2[F:16])=[O:14])[N:12]=1.